Dataset: Reaction yield outcomes from USPTO patents with 853,638 reactions. Task: Predict the reaction yield, written as a fraction of the theoretical maximum amount of product (1.0 means a 100% yield; for example, 0.34 means a 34% yield). (1) The reactants are [C:1]([C:5]1[CH:6]=[C:7]([CH:18]=[C:19]([C:22]([CH3:25])([CH3:24])[CH3:23])[C:20]=1[OH:21])[C:8]([NH:10][C:11]1([C:14]([O:16]C)=[O:15])[CH2:13][CH2:12]1)=[O:9])([CH3:4])([CH3:3])[CH3:2].O[Li].O.O. The catalyst is C1COCC1. The product is [C:22]([C:19]1[CH:18]=[C:7]([CH:6]=[C:5]([C:1]([CH3:4])([CH3:3])[CH3:2])[C:20]=1[OH:21])[C:8]([NH:10][C:11]1([C:14]([OH:16])=[O:15])[CH2:12][CH2:13]1)=[O:9])([CH3:25])([CH3:24])[CH3:23]. The yield is 0.823. (2) The reactants are Br[C:2]1[CH:3]=[C:4]([CH3:15])[C:5]([N:10]2[CH:14]=[N:13][CH:12]=[N:11]2)=[C:6]([CH:9]=1)[C:7]#[N:8].C(=O)([O-])[O-].[K+].[K+].[C:22]1(P(C2C=CC=CC=2)C2C=CC=CC=2)C=CC=C[CH:23]=1. The catalyst is C1(C)C=CC=CC=1. The product is [CH3:15][C:4]1[C:5]([N:10]2[CH:14]=[N:13][CH:12]=[N:11]2)=[C:6]([CH:9]=[C:2]([CH:22]=[CH2:23])[CH:3]=1)[C:7]#[N:8]. The yield is 0.520. (3) The reactants are Br[C:2]1[C:3]2[C:8]([C:9]([C:16]3[CH:21]=[CH:20][CH:19]=[CH:18][CH:17]=3)=[C:10]3[C:15]=1[CH:14]=[CH:13][CH:12]=[CH:11]3)=[CH:7][CH:6]=[CH:5][CH:4]=2.C([Li])CCC.[I:27]I.S([O-])([O-])(=O)=S.[Na+].[Na+]. The catalyst is O1CCCC1. The product is [I:27][C:2]1[C:3]2[C:8]([C:9]([C:16]3[CH:21]=[CH:20][CH:19]=[CH:18][CH:17]=3)=[C:10]3[C:15]=1[CH:14]=[CH:13][CH:12]=[CH:11]3)=[CH:7][CH:6]=[CH:5][CH:4]=2. The yield is 0.830. (4) The reactants are [Cl:1][C:2]1[CH:3]=[C:4]([N:8]2[N:12]=[N:11][C:10]([C@@H:13]3[NH:17][C@H:16]([C:18]([O:20]CC)=O)[CH2:15][CH2:14]3)=[N:9]2)[CH:5]=[CH:6][CH:7]=1.Br[CH2:24][C:25](Cl)=[O:26].C([O-])([O-])=O.[Na+].[Na+].[NH3:34].CO. The catalyst is CC#N.C1COCC1. The product is [Cl:1][C:2]1[CH:3]=[C:4]([N:8]2[N:12]=[N:11][C:10]([C@@H:13]3[N:17]4[C:25](=[O:26])[CH2:24][NH:34][C:18](=[O:20])[C@@H:16]4[CH2:15][CH2:14]3)=[N:9]2)[CH:5]=[CH:6][CH:7]=1. The yield is 0.800. (5) The reactants are CO[C:3](=[O:22])[CH2:4][C:5]1[N:9]2[CH:10]=[C:11]([CH3:14])[CH:12]=[CH:13][C:8]2=[N:7][C:6]=1[C:15]1[CH:20]=[CH:19][C:18]([CH3:21])=[CH:17][CH:16]=1.C[Si](C)(C)[N-][Si](C)(C)C.[K+].[S:33]1[CH:37]=[CH:36][CH:35]=[C:34]1[CH2:38]C(Cl)=O.Cl.C([O-])([O-])=O.[K+].[K+]. The catalyst is C1COCC1.CC(O)=O. The product is [CH3:14][C:11]1[CH:12]=[CH:13][C:8]2[N:9]([C:5]([CH2:4][C:3](=[O:22])[CH2:38][C:34]3[S:33][CH:37]=[CH:36][CH:35]=3)=[C:6]([C:15]3[CH:20]=[CH:19][C:18]([CH3:21])=[CH:17][CH:16]=3)[N:7]=2)[CH:10]=1. The yield is 0.0500. (6) The reactants are [NH2:1][C:2]1[CH:7]=[CH:6][C:5]([NH:8][C:9]([C:11]2[S:12][C:13]([S:19][C:20]3[C:25]([Cl:26])=[CH:24][N:23]=[CH:22][C:21]=3[Cl:27])=[C:14]([N+:16]([O-:18])=[O:17])[CH:15]=2)=[O:10])=[CH:4][CH:3]=1.Cl.[N:29]1([C:38](=N)[NH2:39])C2C=CC=CC=2N=N1.C(N(CC)CC)C. The catalyst is C(#N)C. The product is [Cl:26][C:25]1[CH:24]=[N:23][CH:22]=[C:21]([Cl:27])[C:20]=1[S:19][C:13]1[S:12][C:11]([C:9]([NH:8][C:5]2[CH:4]=[CH:3][C:2]([NH:1][C:38]([NH2:39])=[NH:29])=[CH:7][CH:6]=2)=[O:10])=[CH:15][C:14]=1[N+:16]([O-:18])=[O:17]. The yield is 0.0900.